From a dataset of Full USPTO retrosynthesis dataset with 1.9M reactions from patents (1976-2016). Predict the reactants needed to synthesize the given product. (1) Given the product [OH:1][CH:2]([C:6]1[CH:11]=[CH:10][C:9]([C:12]2[N:16]=[C:15]([C:17]3[C:21]([C:22]([F:23])([F:25])[F:24])=[C:20]([C:26]4[CH:27]=[CH:28][CH:29]=[CH:30][CH:31]=4)[O:19][N:18]=3)[O:14][N:13]=2)=[CH:8][CH:7]=1)[C:3]([NH:32][CH2:33][CH2:34][OH:35])=[O:5], predict the reactants needed to synthesize it. The reactants are: [OH:1][CH:2]([C:6]1[CH:11]=[CH:10][C:9]([C:12]2[N:16]=[C:15]([C:17]3[C:21]([C:22]([F:25])([F:24])[F:23])=[C:20]([C:26]4[CH:31]=[CH:30][CH:29]=[CH:28][CH:27]=4)[O:19][N:18]=3)[O:14][N:13]=2)=[CH:8][CH:7]=1)[C:3]([OH:5])=O.[NH2:32][CH2:33][CH2:34][OH:35].CN(C(ON1N=NC2C=CC=NC1=2)=[N+](C)C)C.F[P-](F)(F)(F)(F)F.CN1CCOCC1. (2) Given the product [O:37]1[CH2:42][CH2:41][CH:40]([NH:43][C:13]([C:10]2[CH:11]=[N:12][C:7]([C:4]3[N:3]=[C:2]([CH3:1])[O:6][N:5]=3)=[N:8][CH:9]=2)=[O:15])[CH2:39][CH2:38]1, predict the reactants needed to synthesize it. The reactants are: [CH3:1][C:2]1[O:6][N:5]=[C:4]([C:7]2[N:12]=[CH:11][C:10]([C:13]([OH:15])=O)=[CH:9][N:8]=2)[N:3]=1.CN(C)CCCN=C=NCC.ON1C2C=CC=CC=2N=N1.[O:37]1[CH2:42][CH2:41][CH:40]([NH2:43])[CH2:39][CH2:38]1. (3) Given the product [F:75][C:69]1[C:70]([F:74])=[CH:71][CH:72]=[CH:73][C:68]=1[CH2:67][S:66][C:49]1[N:48]=[C:47]([NH:5][S:2]([CH3:1])(=[O:4])=[O:3])[CH:52]=[C:51]([O:53][C@@H:54]([C@H:81]2[CH2:80][O:79][C:78]([CH3:77])([CH3:6])[O:76]2)[CH3:55])[N:50]=1, predict the reactants needed to synthesize it. The reactants are: [CH3:1][S:2]([NH2:5])(=[O:4])=[O:3].[CH:6]1(P(C2CCCCC2)C2C=CC=CC=2C2C(C(C)C)=CC(C(C)C)=CC=2C(C)C)CCCCC1.C(=O)([O-])[O-].[Cs+].[Cs+].Cl[C:47]1[CH:52]=[C:51]([O:53][CH:54]2COC(C3C=CC=CC=3)O[CH2:55]2)[N:50]=[C:49]([S:66][CH2:67][C:68]2[CH:73]=[CH:72][CH:71]=[C:70]([F:74])[C:69]=2[F:75])[N:48]=1.[O:76]1[CH2:81][CH2:80][O:79][CH2:78][CH2:77]1.